This data is from B-cell epitopes from IEDB database with 3,159 antigens for binding position prediction. The task is: Token-level Classification. Given an antigen amino acid sequence, predict which amino acid positions are active epitope sites capable of antibody binding. Output is a list of indices for active positions. Given the antigen sequence: MSGMLDRCTCTPNARVFMAEGQVYCTRCLSARSLLPLNLQVSELGVLGLFYRPEEPLRWTLPRAFPTVECSPAGACWLSAIFPIARMTSGNLNFQQRMVRVAAELYRAGQLTPAVLKALQVYERGCRWYPIVGPVPGVAVFANSLHVSDKPFPGATHVLTNLPLPQRPKPEDFCPFECAMATVYDIGHDAVMYVAERKISWAPRGGDEVKFEAVPGELKLIANQLRTSFPPHHTVDMSKFAFTAPGCGVSMRVERQHGCLPADTVPEGNCWWSLFDLLPLEVQNKEIRHANQFGYQTKHGVSGKYLQRRLQVNGLRAVTDLNGPIVVQYFSVKESWIRHLKLAGEPSYSGFEDLLRIRVEPNTSPLADKEEKIFRFGSHKWYGAGKRARKARSCATATVAGRALSVRETRQAKEHEVAGANKAEHLKHYSPPAEGNCGWHCISAIANRMVNSKFETTLPERVRPPDDWATDEDLVNAIQILRLPAALDRNGACTSAKYVL..., which amino acid positions are active epitope sites? The epitope positions are: [834, 835, 836, 837, 838, 839, 840, 841, 842, 843, 844, 845, 846, 847, 848]. The amino acids at these positions are: PVPAPRRKVGSDCGS.